Dataset: hERG potassium channel inhibition data for cardiac toxicity prediction from Karim et al.. Task: Regression/Classification. Given a drug SMILES string, predict its toxicity properties. Task type varies by dataset: regression for continuous values (e.g., LD50, hERG inhibition percentage) or binary classification for toxic/non-toxic outcomes (e.g., AMES mutagenicity, cardiotoxicity, hepatotoxicity). Dataset: herg_karim. (1) The drug is COc1ccc(CCNC(C)COc2c(C)cccc2C)cc1OC. The result is 1 (blocker). (2) The molecule is C=C[C@H]1CN2CC[C@H]1C[C@@H]2[C@@H](O)c1ccnc2ccc(OC)cc12. The result is 1 (blocker). (3) The compound is Cn1c(SCCCN2CC3CCN(c4ccccc4OC(F)(F)F)C3C2)nnc1-c1cnccn1. The result is 1 (blocker). (4) The compound is CCOC(=O)N1CCC(CN2CCC3(CC2)CC(=O)N(CC)c2ncccc23)CC1. The result is 1 (blocker).